Predict the reaction yield, written as a fraction of the theoretical maximum amount of product (1.0 means a 100% yield; for example, 0.34 means a 34% yield). From a dataset of Reaction yield outcomes from USPTO patents with 853,638 reactions. The reactants are Br[C:2]1[CH:21]=[CH:20][C:5]([CH2:6][CH:7]2[CH2:12][CH2:11]C[N:9]([CH:13]3[CH2:18][CH2:17][CH2:16][CH2:15][CH2:14]3)[C:8]2=[O:19])=[C:4]([Cl:22])[CH:3]=1.[NH:23]1[CH2:28][CH2:27][CH2:26][CH2:25][CH2:24]1.C1(P(C2C=CC=CC=2)C2C=CC3C(=CC=CC=3)C=2C2C3C(=CC=CC=3)C=CC=2P(C2C=CC=CC=2)C2C=CC=CC=2)C=CC=CC=1.C(=O)([O-])[O-].[Cs+].[Cs+]. The catalyst is C1(C)C=CC=CC=1.C([O-])(=O)C.[Pd+2].C([O-])(=O)C. The product is [Cl:22][C:4]1[CH:3]=[C:2]([N:23]2[CH2:28][CH2:27][CH2:26][CH2:25][CH2:24]2)[CH:21]=[CH:20][C:5]=1[CH2:6][CH:7]1[CH2:12][CH2:11][N:9]([CH:13]2[CH2:14][CH2:15][CH2:16][CH2:17][CH2:18]2)[C:8]1=[O:19]. The yield is 0.480.